This data is from Reaction yield outcomes from USPTO patents with 853,638 reactions. The task is: Predict the reaction yield, written as a fraction of the theoretical maximum amount of product (1.0 means a 100% yield; for example, 0.34 means a 34% yield). The reactants are Cl[C:2]1[CH:7]=[CH:6][CH:5]=[C:4]([Cl:8])[C:3]=1[N+:9]([O-:11])=[O:10].[NH2:12][C:13]1[CH:18]=[CH:17][C:16]([CH2:19][CH2:20][OH:21])=[CH:15][CH:14]=1.C([O-])(=O)C.[Na+]. The catalyst is O. The product is [Cl:8][C:4]1[C:3]([N+:9]([O-:11])=[O:10])=[C:2]([CH:7]=[CH:6][CH:5]=1)[NH:12][C:13]1[CH:18]=[CH:17][C:16]([CH2:19][CH2:20][OH:21])=[CH:15][CH:14]=1. The yield is 0.720.